Dataset: Reaction yield outcomes from USPTO patents with 853,638 reactions. Task: Predict the reaction yield, written as a fraction of the theoretical maximum amount of product (1.0 means a 100% yield; for example, 0.34 means a 34% yield). (1) The reactants are [F:1][C:2]1[CH:7]=[CH:6][C:5]([C:8]([C:12]2[CH:13]=[N:14][C:15]([N:18]3[CH2:23][CH2:22][N:21](C(OC(C)(C)C)=O)[CH2:20][CH2:19]3)=[N:16][CH:17]=2)([CH3:11])[CH2:9][OH:10])=[CH:4][CH:3]=1.Cl.O1CCOCC1. The product is [F:1][C:2]1[CH:7]=[CH:6][C:5]([C@@:8]([C:12]2[CH:13]=[N:14][C:15]([N:18]3[CH2:23][CH2:22][NH:21][CH2:20][CH2:19]3)=[N:16][CH:17]=2)([CH3:11])[CH2:9][OH:10])=[CH:4][CH:3]=1. The yield is 0.290. The catalyst is C(Cl)Cl. (2) The reactants are Cl.Cl.[NH2:3][C:4]1[N:9]=[CH:8][N:7]=[C:6]2[N:10]([CH:16]([C:18]3[C:19]([O:31][CH3:32])=[C:20]([CH:27]4[CH2:30][NH:29][CH2:28]4)[C:21]([CH3:26])=[C:22]([CH:25]=3)[C:23]#[N:24])[CH3:17])[N:11]=[C:12]([CH:13]([F:15])[F:14])[C:5]=12.C(N(CC)CC)C.FC(F)(F)S(O[CH2:46][C:47]([F:50])([F:49])[F:48])(=O)=O. The catalyst is C(Cl)Cl. The product is [NH2:3][C:4]1[N:9]=[CH:8][N:7]=[C:6]2[N:10]([CH:16]([C:18]3[C:19]([O:31][CH3:32])=[C:20]([CH:27]4[CH2:30][N:29]([CH2:46][C:47]([F:50])([F:49])[F:48])[CH2:28]4)[C:21]([CH3:26])=[C:22]([CH:25]=3)[C:23]#[N:24])[CH3:17])[N:11]=[C:12]([CH:13]([F:14])[F:15])[C:5]=12. The yield is 0.200. (3) The reactants are [C:1]([C:3]1[CH:4]=[C:5]([C:16](=[O:25])[C:17]2[CH:22]=[CH:21][C:20]([O:23][CH3:24])=[CH:19][CH:18]=2)[N:6]2[C:15]3[C:10](=[CH:11][CH:12]=[CH:13][CH:14]=3)[CH:9]=[CH:8][C:7]=12)#[N:2].[BH4-].[Na+].Cl. The catalyst is CO. The product is [C:1]([C:3]1[CH:4]=[C:5]([CH:16]([OH:25])[C:17]2[CH:18]=[CH:19][C:20]([O:23][CH3:24])=[CH:21][CH:22]=2)[N:6]2[C:15]3[C:10](=[CH:11][CH:12]=[CH:13][CH:14]=3)[CH:9]=[CH:8][C:7]=12)#[N:2]. The yield is 0.970.